The task is: Predict the reaction yield, written as a fraction of the theoretical maximum amount of product (1.0 means a 100% yield; for example, 0.34 means a 34% yield).. This data is from Reaction yield outcomes from USPTO patents with 853,638 reactions. (1) The reactants are [C:1]([C:3]1([NH:9][C:10]([C:12]2[S:13][CH:14]=[CH:15][C:16]=2[OH:17])=[O:11])[CH2:8][CH2:7][CH2:6][CH2:5][CH2:4]1)#[CH:2].C([O-])([O-])=O.[Cs+].[Cs+].[CH2:24](Br)[C:25]1[CH:30]=[CH:29][CH:28]=[CH:27][CH:26]=1. The catalyst is CN(C=O)C. The product is [CH2:24]([O:17][C:16]1[CH:15]=[CH:14][S:13][C:12]=1[C:10]([NH:9][C:3]1([C:1]#[CH:2])[CH2:4][CH2:5][CH2:6][CH2:7][CH2:8]1)=[O:11])[C:25]1[CH:30]=[CH:29][CH:28]=[CH:27][CH:26]=1. The yield is 0.800. (2) The reactants are O(S(C(F)(F)F)(=O)=O)S(C(F)(F)F)(=O)=O.[CH2:16]([O:23][N:24]1[C:30](=[O:31])[N:29]2[CH2:32][C@H:25]1[CH2:26][CH2:27][C@H:28]2[C:33]([NH:35][NH:36][C:37](=[O:41])[C:38]([NH2:40])=[O:39])=O)[C:17]1[CH:22]=[CH:21][CH:20]=[CH:19][CH:18]=1.N1C=CC=CC=1. The catalyst is C(Cl)Cl. The product is [CH2:16]([O:23][N:24]1[C:30](=[O:31])[N:29]2[CH2:32][C@H:25]1[CH2:26][CH2:27][C@H:28]2[C:33]1[O:41][C:37]([C:38]([NH2:40])=[O:39])=[N:36][N:35]=1)[C:17]1[CH:22]=[CH:21][CH:20]=[CH:19][CH:18]=1. The yield is 0.470. (3) The catalyst is C1(C)C=CC=CC=1. The yield is 0.580. The product is [NH:31]1[C:27]([C:26]2[CH:25]=[CH:24][C:23]([CH2:22][N:3]3[C:4]4[C:9](=[CH:8][CH:7]=[CH:6][CH:5]=4)[C:10]4([CH2:14][O:13][C:12]5[CH:15]=[C:16]6[C:20](=[CH:21][C:11]4=5)[CH2:19][CH2:18][O:17]6)[C:2]3=[O:1])=[CH:30][CH:29]=2)=[N:28][N:33]=[N:32]1. The reactants are [O:1]=[C:2]1[C:10]2([CH2:14][O:13][C:12]3[CH:15]=[C:16]4[C:20](=[CH:21][C:11]2=3)[CH2:19][CH2:18][O:17]4)[C:9]2[C:4](=[CH:5][CH:6]=[CH:7][CH:8]=2)[N:3]1[CH2:22][C:23]1[CH:30]=[CH:29][C:26]([C:27]#[N:28])=[CH:25][CH:24]=1.[N-:31]=[N+:32]=[N-:33].[Na+].Cl.C(N(CC)CC)C. (4) The reactants are [CH3:1][C:2]1[C:7]([C:8]([OH:10])=O)=[CH:6][N:5]=[C:4]([C:11]2[CH:16]=[CH:15][CH:14]=[CH:13][N:12]=2)[N:3]=1.[F:17][C:18]1[CH:19]=[C:20]2[CH:26]=[CH:25][N:24]([NH2:27])[C:21]2=[N:22][CH:23]=1.C[N+]1(C2N=C(OC)N=C(OC)N=2)CCOCC1.[Cl-]. The catalyst is CN(C=O)C.C([O-])([O-])=O.[Na+].[Na+]. The product is [F:17][C:18]1[CH:19]=[C:20]2[CH:26]=[CH:25][N:24]([NH:27][C:8]([C:7]3[C:2]([CH3:1])=[N:3][C:4]([C:11]4[CH:16]=[CH:15][CH:14]=[CH:13][N:12]=4)=[N:5][CH:6]=3)=[O:10])[C:21]2=[N:22][CH:23]=1. The yield is 0.520. (5) The reactants are C[O:2][C:3](=[O:33])[CH2:4][CH2:5][CH2:6][CH2:7][CH2:8][NH:9][C:10]([C:12]1[C:16]([CH3:17])=[C:15]([CH:18]=[N:19][N:20]=[C:21]2[C:29]3[C:24](=[CH:25][CH:26]=[C:27]([F:30])[CH:28]=3)[NH:23][C:22]2=[O:31])[NH:14][C:13]=1[CH3:32])=[O:11].CO.[Li+].[OH-].Cl. The catalyst is O. The product is [F:30][C:27]1[CH:28]=[C:29]2[C:24](=[CH:25][CH:26]=1)[NH:23][C:22](=[O:31])[C:21]2=[N:20][N:19]=[CH:18][C:15]1[NH:14][C:13]([CH3:32])=[C:12]([C:10]([NH:9][CH2:8][CH2:7][CH2:6][CH2:5][CH2:4][C:3]([OH:33])=[O:2])=[O:11])[C:16]=1[CH3:17]. The yield is 0.370. (6) The yield is 0.730. The product is [F:13][C:14]1[CH:21]=[CH:20][CH:19]=[CH:18][C:15]=1[CH2:16][C:2]1[CH:3]=[C:4]([CH:9]=[CH:10][N:11]=1)[C:5]([O:7][CH3:8])=[O:6]. The reactants are Cl[C:2]1[CH:3]=[C:4]([CH:9]=[CH:10][N:11]=1)[C:5]([O:7][CH3:8])=[O:6].[Cl-].[F:13][C:14]1[CH:21]=[CH:20][CH:19]=[CH:18][C:15]=1[CH2:16][Zn+]. The catalyst is C1COCC1.C1C=CC([P]([Pd]([P](C2C=CC=CC=2)(C2C=CC=CC=2)C2C=CC=CC=2)([P](C2C=CC=CC=2)(C2C=CC=CC=2)C2C=CC=CC=2)[P](C2C=CC=CC=2)(C2C=CC=CC=2)C2C=CC=CC=2)(C2C=CC=CC=2)C2C=CC=CC=2)=CC=1.